This data is from NCI-60 drug combinations with 297,098 pairs across 59 cell lines. The task is: Regression. Given two drug SMILES strings and cell line genomic features, predict the synergy score measuring deviation from expected non-interaction effect. (1) Drug 1: CN1CCC(CC1)COC2=C(C=C3C(=C2)N=CN=C3NC4=C(C=C(C=C4)Br)F)OC. Drug 2: CC(C)NC(=O)C1=CC=C(C=C1)CNNC.Cl. Cell line: SK-MEL-5. Synergy scores: CSS=-2.02, Synergy_ZIP=3.43, Synergy_Bliss=3.55, Synergy_Loewe=-2.94, Synergy_HSA=-2.23. (2) Drug 1: CC1=C(C(=CC=C1)Cl)NC(=O)C2=CN=C(S2)NC3=CC(=NC(=N3)C)N4CCN(CC4)CCO. Drug 2: C1=NNC2=C1C(=O)NC=N2. Cell line: HS 578T. Synergy scores: CSS=3.96, Synergy_ZIP=0.418, Synergy_Bliss=-2.61, Synergy_Loewe=-12.5, Synergy_HSA=-2.95. (3) Drug 1: CC1CCC2CC(C(=CC=CC=CC(CC(C(=O)C(C(C(=CC(C(=O)CC(OC(=O)C3CCCCN3C(=O)C(=O)C1(O2)O)C(C)CC4CCC(C(C4)OC)O)C)C)O)OC)C)C)C)OC. Drug 2: COC1=C2C(=CC3=C1OC=C3)C=CC(=O)O2. Cell line: DU-145. Synergy scores: CSS=24.2, Synergy_ZIP=0.459, Synergy_Bliss=-3.58, Synergy_Loewe=-50.2, Synergy_HSA=-2.98. (4) Drug 1: CC1=CC=C(C=C1)C2=CC(=NN2C3=CC=C(C=C3)S(=O)(=O)N)C(F)(F)F. Drug 2: CS(=O)(=O)OCCCCOS(=O)(=O)C. Cell line: A549. Synergy scores: CSS=2.08, Synergy_ZIP=0.979, Synergy_Bliss=-0.602, Synergy_Loewe=-3.19, Synergy_HSA=-0.729. (5) Drug 1: CCCCCOC(=O)NC1=NC(=O)N(C=C1F)C2C(C(C(O2)C)O)O. Drug 2: CN(C(=O)NC(C=O)C(C(C(CO)O)O)O)N=O. Cell line: MCF7. Synergy scores: CSS=-4.65, Synergy_ZIP=2.43, Synergy_Bliss=0.743, Synergy_Loewe=-0.390, Synergy_HSA=-2.97. (6) Drug 1: C1=NC2=C(N=C(N=C2N1C3C(C(C(O3)CO)O)F)Cl)N. Drug 2: C#CCC(CC1=CN=C2C(=N1)C(=NC(=N2)N)N)C3=CC=C(C=C3)C(=O)NC(CCC(=O)O)C(=O)O. Cell line: SF-539. Synergy scores: CSS=53.4, Synergy_ZIP=0.822, Synergy_Bliss=1.63, Synergy_Loewe=0.0942, Synergy_HSA=1.43.